Dataset: Reaction yield outcomes from USPTO patents with 853,638 reactions. Task: Predict the reaction yield, written as a fraction of the theoretical maximum amount of product (1.0 means a 100% yield; for example, 0.34 means a 34% yield). (1) The reactants are [OH:1][C:2]1[CH:3]([CH3:14])[NH:4][C:5]([CH3:13])=[C:6]([C:8]([O:10][CH2:11][CH3:12])=[O:9])[N:7]=1. The catalyst is C(Cl)Cl.CCOC(C)=O.CCCC(C)C.[O-2].[O-2].[Mn+4]. The product is [OH:1][C:2]1[N:7]=[C:6]([C:8]([O:10][CH2:11][CH3:12])=[O:9])[C:5]([CH3:13])=[N:4][C:3]=1[CH3:14]. The yield is 0.726. (2) The reactants are NC[CH2:3][N:4]([S:28]([CH3:31])(=[O:30])=[O:29])[C:5]1[C:6]([CH:25]2[CH2:27][CH2:26]2)=[CH:7][C:8]2[C:12]([CH:13]=1)=[N:11][N:10]([C:14]1[CH:19]=[CH:18][C:17]([Br:20])=[CH:16][CH:15]=1)[C:9]=2[C:21]([NH:23][CH3:24])=[O:22].[C@@H:32]1([C:40]([OH:42])=[O:41])[CH2:36][CH2:35][CH2:34][C@@H:33]1[C:37]([OH:39])=O.[N:43]1C=CC=[CH:45][CH:44]=1. No catalyst specified. The product is [Br:20][C:17]1[CH:18]=[CH:19][C:14]([N:10]2[C:9]([C:21](=[O:22])[NH:23][CH3:24])=[C:8]3[C:12]([CH:13]=[C:5]([N:4]([S:28]([CH3:31])(=[O:30])=[O:29])[CH2:3][CH2:45][CH2:44][NH:43][C:37]([C@H:33]4[CH2:34][CH2:35][CH2:36][C@H:32]4[C:40]([OH:42])=[O:41])=[O:39])[C:6]([CH:25]4[CH2:27][CH2:26]4)=[CH:7]3)=[N:11]2)=[CH:15][CH:16]=1. The yield is 0.0800. (3) The reactants are [CH2:1]([C:9]1[CH:15]=[CH:14][C:12]([NH2:13])=[CH:11][CH:10]=1)[CH2:2][CH2:3][CH2:4][CH2:5][CH2:6][CH2:7][CH3:8].OO.[I:18]I. The catalyst is CO. The product is [I:18][C:14]1[CH:15]=[C:9]([CH2:1][CH2:2][CH2:3][CH2:4][CH2:5][CH2:6][CH2:7][CH3:8])[CH:10]=[CH:11][C:12]=1[NH2:13]. The yield is 0.860. (4) The product is [N:15]1([C:2]2[N:7]=[N:6][C:5]([NH2:8])=[N:4][C:3]=2[C:9]2[CH:14]=[CH:13][CH:12]=[CH:11][CH:10]=2)[CH:24]2[CH:19]([CH2:20][CH2:21][CH2:22][CH2:23]2)[CH2:18][CH2:17][CH2:16]1. The reactants are Br[C:2]1[N:7]=[N:6][C:5]([NH2:8])=[N:4][C:3]=1[C:9]1[CH:14]=[CH:13][CH:12]=[CH:11][CH:10]=1.[NH:15]1[CH:24]2[CH:19]([CH2:20][CH2:21][CH2:22][CH2:23]2)[CH2:18][CH2:17][CH2:16]1. The yield is 0.0700. No catalyst specified.